This data is from Peptide-MHC class II binding affinity with 134,281 pairs from IEDB. The task is: Regression. Given a peptide amino acid sequence and an MHC pseudo amino acid sequence, predict their binding affinity value. This is MHC class II binding data. The peptide sequence is ASGEHSLPRCWLVRN. The MHC is DRB1_0101 with pseudo-sequence DRB1_0101. The binding affinity (normalized) is 0.713.